From a dataset of Forward reaction prediction with 1.9M reactions from USPTO patents (1976-2016). Predict the product of the given reaction. (1) The product is: [CH3:8][C:7]1[C:2]([C:21]2[CH:20]=[CH:19][C:18]3[C:23](=[CH:24][CH:25]=[C:16]([C:10]4[CH:15]=[CH:14][CH:13]=[CH:12][CH:11]=4)[CH:17]=3)[CH:22]=2)=[N:3][CH:4]=[C:5]([CH3:9])[N:6]=1. Given the reactants Cl[C:2]1[C:7]([CH3:8])=[N:6][C:5]([CH3:9])=[CH:4][N:3]=1.[C:10]1([C:16]2[CH:17]=[C:18]3[C:23](=[CH:24][CH:25]=2)[CH:22]=[C:21](B(O)O)[CH:20]=[CH:19]3)[CH:15]=[CH:14][CH:13]=[CH:12][CH:11]=1.C(=O)([O-])[O-].[Na+].[Na+], predict the reaction product. (2) Given the reactants CC1(C)C(C)(C)OB([C:9]2[CH:10]=[CH:11][CH:12]=[C:13]3[C:18]=2[NH:17][C:16](=[O:19])[CH:15]=[CH:14]3)O1.Br[C:22]1[C:23]2[N:24]([N:30]=[C:31]([C:33]([F:36])([F:35])[F:34])[CH:32]=2)[C:25]([O:28][CH3:29])=[CH:26][CH:27]=1.C(=O)([O-])[O-].[Na+].[Na+].O, predict the reaction product. The product is: [CH3:29][O:28][C:25]1[N:24]2[N:30]=[C:31]([C:33]([F:36])([F:34])[F:35])[CH:32]=[C:23]2[C:22]([C:9]2[CH:10]=[CH:11][CH:12]=[C:13]3[C:18]=2[NH:17][C:16](=[O:19])[CH:15]=[CH:14]3)=[CH:27][CH:26]=1. (3) Given the reactants Br[CH2:2][C:3]([N:5]1[CH2:11][CH2:10][CH2:9][N:8]([C:12]2[CH:17]=[CH:16][C:15]([C:18]([O:27]COC)([C:23]([F:26])([F:25])[F:24])[C:19]([F:22])([F:21])[F:20])=[CH:14][C:13]=2[CH2:31][CH2:32][CH3:33])[CH2:7][CH2:6]1)=[O:4].[O:34]1[C:38]2[CH:39]=[CH:40][C:41]([C:43]3([CH3:50])[NH:47][C:46](=[O:48])[NH:45][C:44]3=[O:49])=[CH:42][C:37]=2[CH2:36][CH2:35]1, predict the reaction product. The product is: [O:34]1[C:38]2[CH:39]=[CH:40][C:41]([C:43]3([CH3:50])[NH:47][C:46](=[O:48])[N:45]([CH2:2][C:3]([N:5]4[CH2:11][CH2:10][CH2:9][N:8]([C:12]5[CH:17]=[CH:16][C:15]([C:18]([OH:27])([C:19]([F:22])([F:20])[F:21])[C:23]([F:26])([F:24])[F:25])=[CH:14][C:13]=5[CH2:31][CH2:32][CH3:33])[CH2:7][CH2:6]4)=[O:4])[C:44]3=[O:49])=[CH:42][C:37]=2[CH2:36][CH2:35]1. (4) Given the reactants [ClH:1].O1CCOCC1.[F:8][C:9]([C:12]1[N:16]=[C:15]([CH:17]2[CH2:22][CH2:21][N:20](C(OC(C)(C)C)=O)[CH2:19][CH2:18]2)[O:14][N:13]=1)([CH3:11])[CH3:10], predict the reaction product. The product is: [ClH:1].[F:8][C:9]([C:12]1[N:16]=[C:15]([CH:17]2[CH2:22][CH2:21][NH:20][CH2:19][CH2:18]2)[O:14][N:13]=1)([CH3:11])[CH3:10].